Dataset: Catalyst prediction with 721,799 reactions and 888 catalyst types from USPTO. Task: Predict which catalyst facilitates the given reaction. (1) Product: [Cl:24][C:19]1[CH:20]=[CH:21][CH:22]=[CH:23][C:18]=1[CH2:17][CH2:16][N:1]1[CH:5]=[C:4]([C:6]2[CH:11]=[C:10]([C:12]([NH2:14])=[O:13])[CH:9]=[CH:8][N:7]=2)[N:3]=[CH:2]1. Reactant: [NH:1]1[CH:5]=[C:4]([C:6]2[CH:11]=[C:10]([C:12]([NH2:14])=[O:13])[CH:9]=[CH:8][N:7]=2)[N:3]=[CH:2]1.Br[CH2:16][CH2:17][C:18]1[CH:23]=[CH:22][CH:21]=[CH:20][C:19]=1[Cl:24].C([O-])([O-])=O.[K+].[K+]. The catalyst class is: 3. (2) Reactant: [Br:1][C:2]1[CH:3]=[C:4]([N:9]([CH2:14][CH2:15][CH2:16]Cl)[S:10](=[O:13])(=[O:12])[NH2:11])[C:5]([CH3:8])=[N:6][CH:7]=1.C(=O)([O-])[O-].[K+].[K+]. Product: [Br:1][C:2]1[CH:3]=[C:4]([N:9]2[CH2:14][CH2:15][CH2:16][NH:11][S:10]2(=[O:13])=[O:12])[C:5]([CH3:8])=[N:6][CH:7]=1. The catalyst class is: 10.